From a dataset of Full USPTO retrosynthesis dataset with 1.9M reactions from patents (1976-2016). Predict the reactants needed to synthesize the given product. (1) Given the product [CH3:34][N:2]([CH3:1])[C@H:3]1[CH2:4][CH2:5][C@H:6]([N:9]([CH2:32][CH3:33])[C:10]2[C:11]([CH3:31])=[C:12]([C:27]([OH:29])=[O:28])[CH:13]=[C:14]([C:16]3[CH:21]=[CH:20][C:19]([O:22][CH2:23][CH2:24][O:25][CH3:26])=[CH:18][CH:17]=3)[CH:15]=2)[CH2:7][CH2:8]1, predict the reactants needed to synthesize it. The reactants are: [CH3:1][N:2]([CH3:34])[C@H:3]1[CH2:8][CH2:7][C@H:6]([N:9]([CH2:32][CH3:33])[C:10]2[C:11]([CH3:31])=[C:12]([C:27]([O:29]C)=[O:28])[CH:13]=[C:14]([C:16]3[CH:21]=[CH:20][C:19]([O:22][CH2:23][CH2:24][O:25][CH3:26])=[CH:18][CH:17]=3)[CH:15]=2)[CH2:5][CH2:4]1. (2) Given the product [N+:15]([C:18]1[CH:25]=[CH:24][C:21]([CH2:22][C:9]2([OH:8])[CH2:14][CH2:13][NH:12][CH2:11][CH2:10]2)=[CH:20][CH:19]=1)([O-:17])=[O:16], predict the reactants needed to synthesize it. The reactants are: C(N(CC)CC)C.[OH:8][CH:9]1[CH2:14][CH2:13][NH:12][CH2:11][CH2:10]1.[N+:15]([C:18]1[CH:25]=[CH:24][C:21]([CH2:22]Cl)=[CH:20][CH:19]=1)([O-:17])=[O:16].